This data is from Full USPTO retrosynthesis dataset with 1.9M reactions from patents (1976-2016). The task is: Predict the reactants needed to synthesize the given product. (1) Given the product [Cl:1][C:2]1[CH:7]=[CH:6][C:5]([C:8]2[C:12]([CH3:13])=[N:23][NH:22][C:10](=[O:11])[C:9]=2[C:16]2[S:17][CH:18]=[CH:19][CH:20]=2)=[CH:4][CH:3]=1, predict the reactants needed to synthesize it. The reactants are: [Cl:1][C:2]1[CH:7]=[CH:6][C:5]([C:8]2[C:12](O)([CH3:13])[O:11][C:10](=O)[C:9]=2[C:16]2[S:17][CH:18]=[CH:19][CH:20]=2)=[CH:4][CH:3]=1.O.[NH2:22][NH2:23]. (2) Given the product [CH2:1]([O:8][C:9]1[C:14](=[O:15])[CH:13]=[C:12]([CH2:16][O:17][CH2:18][O:19][CH3:20])[O:11][C:10]=1[C:21]([N:29]([CH2:30][CH2:31][NH:32][C:33](=[O:39])[O:34][C:35]([CH3:37])([CH3:36])[CH3:38])[CH2:28][C:27]1[CH:40]=[CH:41][C:42]([Cl:43])=[C:25]([Cl:24])[CH:26]=1)=[O:23])[C:2]1[CH:3]=[CH:4][CH:5]=[CH:6][CH:7]=1, predict the reactants needed to synthesize it. The reactants are: [CH2:1]([O:8][C:9]1[C:14](=[O:15])[CH:13]=[C:12]([CH2:16][O:17][CH2:18][O:19][CH3:20])[O:11][C:10]=1[C:21]([OH:23])=O)[C:2]1[CH:7]=[CH:6][CH:5]=[CH:4][CH:3]=1.[Cl:24][C:25]1[CH:26]=[C:27]([CH:40]=[CH:41][C:42]=1[Cl:43])[CH2:28][NH:29][CH2:30][CH2:31][NH:32][C:33](=[O:39])[O:34][C:35]([CH3:38])([CH3:37])[CH3:36].C(N=C=NCCCN(C)C)C.ON1C2C=CC=CC=2N=N1.C(=O)([O-])O.[Na+]. (3) The reactants are: [NH2:1][C:2]1[O:6][N:5]=[C:4]([C:7]2[CH:12]=[CH:11][CH:10]=[C:9]([O:13][C:14]([F:17])([F:16])[F:15])[CH:8]=2)[C:3]=1[C:18]([OH:20])=O.Cl.C(N=C=NCCCN(C)C)C.[CH3:33][O:34][C:35]1[CH:40]=[CH:39][CH:38]=[CH:37][C:36]=1[N:41]1[CH2:46][CH2:45][NH:44][CH2:43][CH2:42]1. Given the product [NH2:1][C:2]1[O:6][N:5]=[C:4]([C:7]2[CH:12]=[CH:11][CH:10]=[C:9]([O:13][C:14]([F:15])([F:16])[F:17])[CH:8]=2)[C:3]=1[C:18]([N:44]1[CH2:43][CH2:42][N:41]([C:36]2[CH:37]=[CH:38][CH:39]=[CH:40][C:35]=2[O:34][CH3:33])[CH2:46][CH2:45]1)=[O:20], predict the reactants needed to synthesize it. (4) Given the product [CH3:34][N:30]1[CH2:29][CH2:28][C:27]2[C:32](=[CH:33][C:24]([NH:23][C:19]3[N:18]=[C:17]([C:16]4[C:8]([C:4]5[CH:3]=[C:2]([NH:1][C:41](=[O:42])[CH2:40][C:36]6[S:35][CH:39]=[CH:38][CH:37]=6)[CH:7]=[CH:6][CH:5]=5)=[N:9][N:10]5[CH:15]=[CH:14][CH:13]=[CH:12][C:11]=45)[CH:22]=[CH:21][N:20]=3)=[CH:25][CH:26]=2)[CH2:31]1, predict the reactants needed to synthesize it. The reactants are: [NH2:1][C:2]1[CH:3]=[C:4]([C:8]2[C:16]([C:17]3[CH:22]=[CH:21][N:20]=[C:19]([NH:23][C:24]4[CH:33]=[C:32]5[C:27]([CH2:28][CH2:29][N:30]([CH3:34])[CH2:31]5)=[CH:26][CH:25]=4)[N:18]=3)=[C:11]3[CH:12]=[CH:13][CH:14]=[CH:15][N:10]3[N:9]=2)[CH:5]=[CH:6][CH:7]=1.[S:35]1[CH:39]=[CH:38][CH:37]=[C:36]1[CH2:40][C:41](Cl)=[O:42]. (5) Given the product [Cl:1][C:2]1[S:6][C:5]([S:7]([N:10]([CH2:16][CH3:17])[C:11](=[CH2:15])[C:12]([NH:44][CH2:43][C:41]2[CH:40]=[CH:39][N:38]=[C:37]([C:34]3[CH:35]=[CH:36][C:31]([C:30]([F:46])([F:29])[F:45])=[CH:32][CH:33]=3)[CH:42]=2)=[O:14])(=[O:8])=[O:9])=[CH:4][CH:3]=1, predict the reactants needed to synthesize it. The reactants are: [Cl:1][C:2]1[S:6][C:5]([S:7]([N:10]([CH2:16][CH3:17])[C:11](=[CH2:15])[C:12]([OH:14])=O)(=[O:9])=[O:8])=[CH:4][CH:3]=1.CCOC(OC(OCC)=O)=O.[F:29][C:30]([F:46])([F:45])[C:31]1[CH:36]=[CH:35][C:34]([C:37]2[CH:42]=[C:41]([CH2:43][NH2:44])[CH:40]=[CH:39][N:38]=2)=[CH:33][CH:32]=1. (6) Given the product [CH:14]([C:16]1[CH:17]=[CH:18][C:19]([O:20][CH2:21][C:22]2[CH:23]=[C:24]([C:28]3[C:29]([CH3:46])=[CH:30][C:31]([O:35][CH2:36][CH2:37][NH:38][C:39](=[O:45])[CH3:1])=[CH:32][C:33]=3[CH3:34])[CH:25]=[CH:26][CH:27]=2)=[CH:47][CH:48]=1)=[O:15], predict the reactants needed to synthesize it. The reactants are: [CH2:1](OC(=O)C)C.Cl.C(OCC)(=O)C.[CH:14]([C:16]1[CH:48]=[CH:47][C:19]([O:20][CH2:21][C:22]2[CH:23]=[C:24]([C:28]3[C:33]([CH3:34])=[CH:32][C:31]([O:35][CH2:36][CH2:37][NH:38][C:39](=[O:45])OC(C)(C)C)=[CH:30][C:29]=3[CH3:46])[CH:25]=[CH:26][CH:27]=2)=[CH:18][CH:17]=1)=[O:15].C(Cl)(=O)C.